This data is from Reaction yield outcomes from USPTO patents with 853,638 reactions. The task is: Predict the reaction yield, written as a fraction of the theoretical maximum amount of product (1.0 means a 100% yield; for example, 0.34 means a 34% yield). (1) The product is [NH2:24][C:3]1[C:2]([F:1])=[C:11]([F:12])[C:10]2[O:13][CH2:14][C:15]3([CH2:16][CH2:17][CH2:18][CH2:19]3)[N:8]3[C:9]=2[C:4]=1[C:5](=[O:23])[C:6]([C:20]([NH2:22])=[O:21])=[CH:7]3. The yield is 0.730. The catalyst is O.CO. The reactants are [F:1][C:2]1[C:3]([N+:24]([O-])=O)=[C:4]2[C:9]3=[C:10]([O:13][CH2:14][C:15]4([CH2:19][CH2:18][CH2:17][CH2:16]4)[N:8]3[CH:7]=[C:6]([C:20]([NH2:22])=[O:21])[C:5]2=[O:23])[C:11]=1[F:12].S(S([O-])=O)([O-])=O.[Na+].[Na+].O. (2) The reactants are C1(C[N:8]2[CH2:13][CH2:12][CH:11]([N:14]3[C:23](=[O:24])[C:22]4[C:17](=[CH:18][CH:19]=[CH:20][CH:21]=4)[NH:16][C:15]3=[O:25])[CH2:10][CH2:9]2)C=CC=CC=1. The catalyst is [Pd]. The product is [NH:8]1[CH2:9][CH2:10][CH:11]([N:14]2[C:23](=[O:24])[C:22]3[C:17](=[CH:18][CH:19]=[CH:20][CH:21]=3)[NH:16][C:15]2=[O:25])[CH2:12][CH2:13]1. The yield is 0.700. (3) The reactants are FC(F)(F)C(O)=O.C(OC(=O)[NH:14][C:15]1[CH:20]=[CH:19][CH:18]=[CH:17][C:16]=1[C:21]([N:23]1[CH2:28][CH2:27][N:26]([C:29](=[O:46])[CH2:30][NH:31][C:32]([C:34]2[CH:39]=[CH:38][C:37]([C:40]3[CH:45]=[CH:44][CH:43]=[CH:42][CH:41]=3)=[CH:36][CH:35]=2)=[O:33])[CH2:25][CH2:24]1)=[O:22])(C)(C)C. The catalyst is C(Cl)Cl. The product is [NH2:14][C:15]1[CH:20]=[CH:19][CH:18]=[CH:17][C:16]=1[C:21]([N:23]1[CH2:28][CH2:27][N:26]([C:29](=[O:46])[CH2:30][NH:31][C:32]([C:34]2[CH:39]=[CH:38][C:37]([C:40]3[CH:41]=[CH:42][CH:43]=[CH:44][CH:45]=3)=[CH:36][CH:35]=2)=[O:33])[CH2:25][CH2:24]1)=[O:22]. The yield is 0.408. (4) The reactants are [C:1]([C:5]1[CH:12]=[CH:11][C:8]([C:9]#N)=[CH:7][N:6]=1)([CH3:4])([CH3:3])[CH3:2].[OH-:13].[Na+].[OH2:15]. The catalyst is Cl.C(OCC)(=O)C. The product is [C:1]([C:5]1[CH:12]=[CH:11][C:8]([C:9]([OH:15])=[O:13])=[CH:7][N:6]=1)([CH3:4])([CH3:3])[CH3:2]. The yield is 0.970. (5) The reactants are [F:1][C:2]([F:7])([F:6])[C:3]([OH:5])=[O:4].C(OC([N:15]1[CH2:18][CH:17]([C:19]2[CH:24]=[CH:23][C:22]([O:25][CH2:26][C:27]3[CH:32]=[CH:31][CH:30]=[CH:29][CH:28]=3)=[CH:21][C:20]=2[O:33][CH2:34][C:35]2[CH:40]=[CH:39][CH:38]=[CH:37][CH:36]=2)[CH2:16]1)=O)(C)(C)C. The catalyst is ClCCl. The product is [F:1][C:2]([F:7])([F:6])[C:3]([OH:5])=[O:4].[CH2:34]([O:33][C:20]1[CH:21]=[C:22]([O:25][CH2:26][C:27]2[CH:32]=[CH:31][CH:30]=[CH:29][CH:28]=2)[CH:23]=[CH:24][C:19]=1[CH:17]1[CH2:18][NH:15][CH2:16]1)[C:35]1[CH:40]=[CH:39][CH:38]=[CH:37][CH:36]=1. The yield is 0.900. (6) The reactants are [C:1]([C:4]1[C:12]2[C:7](=[CH:8][CH:9]=[CH:10][CH:11]=2)[N:6]([C:13]2[CH:14]=[C:15]([C:19]#[C:20][CH:21]([OH:27])[C:22](OCC)=[O:23])[CH:16]=[CH:17][CH:18]=2)[N:5]=1)(=[O:3])[NH2:2].[CH3:28][NH:29][CH3:30]. No catalyst specified. The product is [CH3:28][N:29]([CH3:30])[C:22]([CH:21]([OH:27])[C:20]#[C:19][C:15]1[CH:14]=[C:13]([N:6]2[C:7]3[C:12](=[CH:11][CH:10]=[CH:9][CH:8]=3)[C:4]([C:1]([NH2:2])=[O:3])=[N:5]2)[CH:18]=[CH:17][CH:16]=1)=[O:23]. The yield is 0.100. (7) The reactants are [CH3:1][N:2]1[C:6]([C:7]2[CH:8]=[C:9]([C:13]([OH:15])=O)[S:10][C:11]=2[CH3:12])=[C:5]([CH3:16])[CH:4]=[N:3]1.[NH2:17][C@@H:18]([CH2:31][C:32]1[CH:37]=[C:36]([F:38])[CH:35]=[CH:34][C:33]=1[F:39])[CH2:19][N:20]1[C:28](=[O:29])[C:27]2[C:22](=[CH:23][CH:24]=[CH:25][CH:26]=2)[C:21]1=[O:30].FC1C=CC=C(F)C=1C[C@@H](C(O)=O)N.C1CN([P+](Br)(N2CCCC2)N2CCCC2)CC1.F[P-](F)(F)(F)(F)F.CCN(C(C)C)C(C)C. The catalyst is C(Cl)(Cl)Cl. The product is [F:39][C:33]1[CH:34]=[CH:35][C:36]([F:38])=[CH:37][C:32]=1[CH2:31][C@H:18]([NH:17][C:13]([C:9]1[S:10][C:11]([CH3:12])=[C:7]([C:6]2[N:2]([CH3:1])[N:3]=[CH:4][C:5]=2[CH3:16])[CH:8]=1)=[O:15])[CH2:19][N:20]1[C:28](=[O:29])[C:27]2[C:22](=[CH:23][CH:24]=[CH:25][CH:26]=2)[C:21]1=[O:30]. The yield is 0.620.